This data is from HIV replication inhibition screening data with 41,000+ compounds from the AIDS Antiviral Screen. The task is: Binary Classification. Given a drug SMILES string, predict its activity (active/inactive) in a high-throughput screening assay against a specified biological target. (1) The compound is O=c1[nH]c2ncsc2c(=O)n1OS(=O)(=O)c1ccccc1. The result is 0 (inactive). (2) The molecule is Cl.OCC1NC(CC2OC(CO)C(O)C(O)C2O)C(O)C(O)C1O. The result is 0 (inactive). (3) The compound is CC(=O)OC1CCC2(C)C(CCC3C4CCC(C(C)OC(C)=O)C4NC(=O)CC32)C1. The result is 0 (inactive). (4) The molecule is CCOP(=O)(OCC)C(C#N)=Cc1ccc(OC(C)=O)cc1. The result is 0 (inactive). (5) The compound is COc1cc2c(cc1OC)-c1cc3ccccc3c(=O)n1CCC2. The result is 0 (inactive). (6) The drug is COC(=O)CCC(=O)N1CC1C. The result is 0 (inactive). (7) The drug is CCOP1(=O)N=C(NC(=N)N(CC)CC)N(C)C1(C)C. The result is 0 (inactive). (8) The molecule is Cn1c(-c2ccccc2)cc(-c2cccs2)c1-c1ccsc1. The result is 0 (inactive). (9) The compound is CCN(CC)CCCCC1CCN(CC(=O)N2CC(C)C(=O)Nc3ccccc32)CC1. The result is 0 (inactive). (10) The molecule is CN1CC2(CO)C(c3ccccn3)N(C)C(c3ccccn3)C(CO)(C1)C2O. The result is 0 (inactive).